From a dataset of Forward reaction prediction with 1.9M reactions from USPTO patents (1976-2016). Predict the product of the given reaction. (1) Given the reactants [CH2:1]([O:8][C:9]([NH:11][C:12]1[CH:20]=[CH:19][C:15]([C:16]([OH:18])=O)=[C:14]([F:21])[CH:13]=1)=[O:10])[C:2]1[CH:7]=[CH:6][CH:5]=[CH:4][CH:3]=1.Cl.CN(C)CCCN=C=NCC.OC1C2N=NNC=2C=CC=1.Cl.[CH3:45][O:46][C:47](=[O:52])[C@H:48]([CH2:50][OH:51])[NH2:49].C(N(C(C)C)CC)(C)C, predict the reaction product. The product is: [CH2:1]([O:8][C:9]([NH:11][C:12]1[CH:20]=[CH:19][C:15]([C:16]([NH:49][CH:48]([CH2:50][OH:51])[C:47]([O:46][CH3:45])=[O:52])=[O:18])=[C:14]([F:21])[CH:13]=1)=[O:10])[C:2]1[CH:3]=[CH:4][CH:5]=[CH:6][CH:7]=1. (2) The product is: [C:7]([C:9]1[CH:35]=[CH:34][C:12]([C:13]([NH:15][C:16]2[CH:17]=[CH:18][C:19]([CH3:33])=[C:20]([NH:22][C:23](=[O:32])[C:24]3[CH:29]=[CH:28][CH:27]=[C:26]([CH2:30][N:4]([CH2:5][CH3:6])[CH2:2][CH3:3])[CH:25]=3)[CH:21]=2)=[O:14])=[CH:11][CH:10]=1)#[N:8]. Given the reactants Cl.[CH2:2]([NH:4][CH2:5][CH3:6])[CH3:3].[C:7]([C:9]1[CH:35]=[CH:34][C:12]([C:13]([NH:15][C:16]2[CH:17]=[CH:18][C:19]([CH3:33])=[C:20]([NH:22][C:23](=[O:32])[C:24]3[CH:29]=[CH:28][CH:27]=[C:26]([CH2:30]Cl)[CH:25]=3)[CH:21]=2)=[O:14])=[CH:11][CH:10]=1)#[N:8].C(=O)([O-])[O-].[K+].[K+], predict the reaction product. (3) Given the reactants C[C:2]([C:6]1[CH:7]=[C:8]([CH2:17]N2N=CN=C2)[CH:9]=[C:10]([C:12]([C:15]#[N:16])(C)C)[CH:11]=1)([C:4]#[N:5])C.BrCC1C=C(C)C=C(CBr)C=1.[C-]#N.[K+], predict the reaction product. The product is: [CH3:17][C:8]1[CH:7]=[C:6]([CH2:2][C:4]#[N:5])[CH:11]=[C:10]([CH2:12][C:15]#[N:16])[CH:9]=1. (4) Given the reactants Br[C:2]1[C:25](=[O:26])[N:24]([CH2:27][C:28]2[C:33]([F:34])=[CH:32][CH:31]=[CH:30][C:29]=2[CH:35]2[CH2:37][CH2:36]2)[C:5]2[N:6]=[C:7]([NH:10][C:11]3[CH:16]=[CH:15][C:14]([N:17]4[CH2:22][CH2:21][N:20]([CH3:23])[CH2:19][CH2:18]4)=[CH:13][CH:12]=3)[N:8]=[CH:9][C:4]=2[CH:3]=1.[CH2:38]([Sn](CCCC)(CCCC)C#CC)[CH2:39][CH2:40]C, predict the reaction product. The product is: [CH:35]1([C:29]2[CH:30]=[CH:31][CH:32]=[C:33]([F:34])[C:28]=2[CH2:27][N:24]2[C:5]3[N:6]=[C:7]([NH:10][C:11]4[CH:16]=[CH:15][C:14]([N:17]5[CH2:18][CH2:19][N:20]([CH3:23])[CH2:21][CH2:22]5)=[CH:13][CH:12]=4)[N:8]=[CH:9][C:4]=3[CH:3]=[C:2]([C:38]#[C:39][CH3:40])[C:25]2=[O:26])[CH2:36][CH2:37]1. (5) Given the reactants [F:1][C:2]1[CH:7]=[C:6]([I:8])[CH:5]=[CH:4][C:3]=1[N:9]1[C:14]2[N:15]([CH3:33])[C:16](=[O:32])[C:17]([CH3:31])=[C:18]([NH:19][C:20]3[CH:21]=[C:22]([NH:26][S:27]([CH3:30])(=[O:29])=[O:28])[CH:23]=[CH:24][CH:25]=3)[C:13]=2[C:12](=[O:34])[N:11]([CH3:35])[C:10]1=[O:36].CC(C)([O-])C.[K+].CO.C(O)(=O)C, predict the reaction product. The product is: [F:1][C:2]1[CH:7]=[C:6]([I:8])[CH:5]=[CH:4][C:3]=1[NH:9][C:14]1[N:15]([CH3:33])[C:16](=[O:32])[C:17]([CH3:31])=[C:18]2[C:13]=1[C:12](=[O:34])[N:11]([CH3:35])[C:10](=[O:36])[N:19]2[C:20]1[CH:21]=[C:22]([NH:26][S:27]([CH3:30])(=[O:28])=[O:29])[CH:23]=[CH:24][CH:25]=1. (6) Given the reactants [C:1]([O:5][C:6]([NH:8][C@H:9]([C:12](OC)=[O:13])[CH2:10][SH:11])=[O:7])([CH3:4])([CH3:3])[CH3:2].[H-].[H-].[H-].[H-].[Li+].[Al+3], predict the reaction product. The product is: [C:1]([O:5][C:6](=[O:7])[NH:8][C@@H:9]([CH2:10][SH:11])[CH2:12][OH:13])([CH3:4])([CH3:2])[CH3:3]. (7) Given the reactants FC(F)(F)S(O[CH2:7][C:8]([F:20])([F:19])[C:9]1[CH:14]=[CH:13][C:12]([C:15]([F:18])([F:17])[F:16])=[CH:11][CH:10]=1)(=O)=O.[NH:23]1[CH2:28][CH2:27][CH:26]([NH:29][C:30](=[O:36])[O:31][C:32]([CH3:35])([CH3:34])[CH3:33])[CH2:25][CH2:24]1.CCN(C(C)C)C(C)C, predict the reaction product. The product is: [F:20][C:8]([F:19])([C:9]1[CH:10]=[CH:11][C:12]([C:15]([F:16])([F:17])[F:18])=[CH:13][CH:14]=1)[CH2:7][N:23]1[CH2:24][CH2:25][CH:26]([NH:29][C:30](=[O:36])[O:31][C:32]([CH3:34])([CH3:33])[CH3:35])[CH2:27][CH2:28]1. (8) Given the reactants [CH3:1][C:2]1[CH:7]=[CH:6][C:5]([O:8][CH3:9])=[CH:4][CH:3]=1.[F:10][C:11]1[CH:19]=[CH:18][C:14]([C:15](Cl)=[O:16])=[CH:13][CH:12]=1, predict the reaction product. The product is: [F:10][C:11]1[CH:19]=[CH:18][C:14]([C:15]([C:4]2[CH:3]=[C:2]([CH3:1])[CH:7]=[CH:6][C:5]=2[O:8][CH3:9])=[O:16])=[CH:13][CH:12]=1. (9) The product is: [NH2:13][C:14]1[C:19]2[C:20]([C:23]3[CH:24]=[CH:25][C:26]([NH:29][C:30]([NH:32][C:33]4[CH:38]=[CH:37][CH:36]=[C:35]([F:39])[CH:34]=4)=[O:31])=[CH:27][CH:28]=3)=[CH:21][S:22][C:18]=2[C:17]([C:40]2[CH:41]=[N:42][N:43]([CH2:45][CH2:46][OH:47])[CH:44]=2)=[CH:16][N:15]=1.[O:1]=[C:2]1[O:8][C@H:7]([C@H:9]([CH2:11][OH:12])[OH:10])[C:5]([OH:6])=[C:3]1[OH:4]. Given the reactants [O:1]=[C:2]1[O:8][C@H:7]([C@H:9]([CH2:11][OH:12])[OH:10])[C:5]([O-:6])=[C:3]1[OH:4].[NH2:13][C:14]1[C:19]2[C:20]([C:23]3[CH:28]=[CH:27][C:26]([NH:29][C:30]([NH:32][C:33]4[CH:38]=[CH:37][CH:36]=[C:35]([F:39])[CH:34]=4)=[O:31])=[CH:25][CH:24]=3)=[CH:21][S:22][C:18]=2[C:17]([C:40]2[CH:41]=[N:42][N:43]([CH2:45][CH2:46][OH:47])[CH:44]=2)=[CH:16][N:15]=1.O1CCCC1, predict the reaction product.